Predict the reactants needed to synthesize the given product. From a dataset of Full USPTO retrosynthesis dataset with 1.9M reactions from patents (1976-2016). (1) Given the product [CH:1]([C:3]1[C:11]2[CH:10]=[CH:9][S:8][C:7]=2[C:6]([O:12][C:13]2[CH:20]=[CH:19][C:16]([C:17]([NH2:18])=[O:22])=[CH:15][N:14]=2)=[CH:5][CH:4]=1)=[O:2], predict the reactants needed to synthesize it. The reactants are: [CH:1]([C:3]1[C:11]2[CH:10]=[CH:9][S:8][C:7]=2[C:6]([O:12][C:13]2[CH:20]=[CH:19][C:16]([C:17]#[N:18])=[CH:15][N:14]=2)=[CH:5][CH:4]=1)=[O:2].C([O-])([O-])=[O:22].[K+].[K+].OO.O. (2) Given the product [CH:1]([N:3]1[C:11]2[C:6](=[CH:7][C:8]([S:12]([NH:21][C:20]3[CH:22]=[C:23]([O:27][CH3:28])[C:24]([O:25][CH3:26])=[C:18]([O:17][CH3:16])[CH:19]=3)(=[O:14])=[O:13])=[CH:9][CH:10]=2)[CH2:5][CH2:4]1)=[O:2], predict the reactants needed to synthesize it. The reactants are: [CH:1]([N:3]1[C:11]2[C:6](=[CH:7][C:8]([S:12](Cl)(=[O:14])=[O:13])=[CH:9][CH:10]=2)[CH2:5][CH2:4]1)=[O:2].[CH3:16][O:17][C:18]1[CH:19]=[C:20]([CH:22]=[C:23]([O:27][CH3:28])[C:24]=1[O:25][CH3:26])[NH2:21].C(=O)(O)[O-].[Na+].C(OC)(C)(C)C. (3) Given the product [CH3:1][O:2][C:3]1[C:12]([O:13][CH3:14])=[N:11][C:10]2[C:5](=[CH:6][CH:7]=[C:8]([CH2:15][N:16]3[C:17]4[C:18](=[CH:19][C:20]([O:23][CH2:24][C:25]#[CH:26])=[CH:21][CH:22]=4)[C:27]([C:29]4[CH:34]=[CH:33][C:32]([CH:35]([CH3:36])[CH3:37])=[CH:31][CH:30]=4)=[N:40][C:39]3=[O:38])[CH:9]=2)[N:4]=1, predict the reactants needed to synthesize it. The reactants are: [CH3:1][O:2][C:3]1[C:12]([O:13][CH3:14])=[N:11][C:10]2[C:5](=[CH:6][CH:7]=[C:8]([CH2:15][NH:16][C:17]3[CH:22]=[CH:21][C:20]([O:23][CH2:24][C:25]#[CH:26])=[CH:19][C:18]=3[C:27]([C:29]3[CH:34]=[CH:33][C:32]([CH:35]([CH3:37])[CH3:36])=[CH:31][CH:30]=3)=O)[CH:9]=2)[N:4]=1.[O-:38][C:39]#[N:40].[Na+]. (4) Given the product [CH2:1]([C@H:4]1[C@H:8]([CH2:9][OH:10])[CH2:7][N:6]([C:27]([O:29][CH2:30][C:31]2[CH:36]=[CH:35][CH:34]=[CH:33][CH:32]=2)=[O:28])[CH2:5]1)[CH:2]=[CH2:3], predict the reactants needed to synthesize it. The reactants are: [CH2:1]([C@H:4]1[C@H:8]([CH2:9][O:10][Si](C(C)(C)C)(C)C)[CH2:7][N:6]([C@@H](C2C=CC=CC=2)C)[CH2:5]1)[CH:2]=[CH2:3].Cl[C:27]([O:29][CH2:30][C:31]1[CH:36]=[CH:35][CH:34]=[CH:33][CH:32]=1)=[O:28].Cl.C(O)C. (5) Given the product [Cl:12][C:13]1[CH:18]=[C:17]([O:9][C:4]2[CH:5]=[CH:6][CH:7]=[CH:8][C:3]=2[O:2][CH3:1])[CH:16]=[CH:15][N:14]=1, predict the reactants needed to synthesize it. The reactants are: [CH3:1][O:2][C:3]1[CH:8]=[CH:7][CH:6]=[CH:5][C:4]=1[OH:9].[H-].[Na+].[Cl:12][C:13]1[CH:18]=[C:17]([N+]([O-])=O)[CH:16]=[CH:15][N:14]=1. (6) The reactants are: CN(C(ON1N=NC2C=CC=NC1=2)=[N+](C)C)C.F[P-](F)(F)(F)(F)F.CCN(C(C)C)C(C)C.[CH2:34]([O:41][N:42]1[C:48](=[O:49])[N:47]2[CH2:50][C@H:43]1[CH2:44][CH2:45][C@H:46]2[C:51]([OH:53])=O)[C:35]1[CH:40]=[CH:39][CH:38]=[CH:37][CH:36]=1.[NH:54]([C:56](=[O:69])[CH2:57][CH:58]1[CH2:61][N:60]([C:62]([O:64][C:65]([CH3:68])([CH3:67])[CH3:66])=[O:63])[CH2:59]1)[NH2:55]. Given the product [CH2:34]([O:41][N:42]1[C:48](=[O:49])[N:47]2[CH2:50][C@H:43]1[CH2:44][CH2:45][C@H:46]2[C:51]([NH:55][NH:54][C:56](=[O:69])[CH2:57][CH:58]1[CH2:61][N:60]([C:62]([O:64][C:65]([CH3:67])([CH3:66])[CH3:68])=[O:63])[CH2:59]1)=[O:53])[C:35]1[CH:36]=[CH:37][CH:38]=[CH:39][CH:40]=1, predict the reactants needed to synthesize it.